Task: Predict the reactants needed to synthesize the given product.. Dataset: Full USPTO retrosynthesis dataset with 1.9M reactions from patents (1976-2016) (1) Given the product [CH3:31][C@@H:30]([OH:22])[C@H:29]([NH:28][C:37]([C@@H:3]([NH2:2])[CH2:4][CH2:5][CH2:18][CH2:19][NH2:20])=[O:39])[C:34]([OH:36])=[O:35], predict the reactants needed to synthesize it. The reactants are: [SiH4].[NH2:2][C@H:3](C(O)=O)[CH2:4][C:5]1C=CC=CC=1.O=C1[NH:20][CH2:19][CH2:18]NC1=O.[O:22]1C=CNC1=O.[NH:28]([C:37]([O:39]C(C)(C)C)=O)[C@H:29]([C:34]([OH:36])=[O:35])[CH2:30][CH:31](C)C.CCN(C(C)C)C(C)C. (2) Given the product [N:44]1([C:33]2[C:34]([C:35]([N:28]3[CH2:29][CH:30]4[CH2:31][N:24]([CH2:23][CH2:22][CH2:21][N:9]([C:4]5[CH:5]=[CH:6][C:7]([CH3:8])=[C:2]([Cl:1])[CH:3]=5)[C:10]([CH:12]5[CH2:17][CH2:16][N:15]([C:18](=[O:20])[CH3:19])[CH2:14][CH2:13]5)=[O:11])[CH2:25][CH:26]4[CH2:27]3)=[O:36])=[CH:38][CH:39]=[CH:40][N:41]=2)[CH2:45][CH2:50][CH2:48]1, predict the reactants needed to synthesize it. The reactants are: [Cl:1][C:2]1[CH:3]=[C:4]([N:9]([CH2:21][CH2:22][CH2:23][N:24]2[CH2:31][CH:30]3[CH:26]([CH2:27][NH:28][CH2:29]3)[CH2:25]2)[C:10]([CH:12]2[CH2:17][CH2:16][N:15]([C:18](=[O:20])[CH3:19])[CH2:14][CH2:13]2)=[O:11])[CH:5]=[CH:6][C:7]=1[CH3:8].Cl[C:33]1[N:41]=[CH:40][CH:39]=[CH:38][C:34]=1[C:35](Cl)=[O:36].CC[N:44]([CH:48]([CH3:50])C)[CH:45](C)C.N1CCC1. (3) The reactants are: C(=O)([O-])[O-].[K+].[K+].Br[C:8]1[C:12]2=[N:13][CH:14]=[CH:15][CH:16]=[C:11]2[NH:10][C:9]=1[C:17]([O:19][CH2:20][CH3:21])=[O:18].[N+:22]([C:25]1[CH:30]=[CH:29][C:28](B(O)O)=[CH:27][CH:26]=1)([O-:24])=[O:23]. Given the product [N+:22]([C:25]1[CH:30]=[CH:29][C:28]([C:8]2[C:12]3=[N:13][CH:14]=[CH:15][CH:16]=[C:11]3[NH:10][C:9]=2[C:17]([O:19][CH2:20][CH3:21])=[O:18])=[CH:27][CH:26]=1)([O-:24])=[O:23], predict the reactants needed to synthesize it. (4) Given the product [CH3:38][C:39]1[C:43]([S:44]([N:10]2[CH:11]=[C:7]([C:6]3[S:5][C:4]([NH:12][C:13](=[O:15])[CH3:14])=[N:3][C:2]=3[CH3:1])[CH:8]=[N:9]2)(=[O:46])=[O:45])=[C:42]([CH3:48])[O:41][N:40]=1, predict the reactants needed to synthesize it. The reactants are: [CH3:1][C:2]1[N:3]=[C:4]([NH:12][C:13](=[O:15])[CH3:14])[S:5][C:6]=1[C:7]1[CH:8]=[N:9][NH:10][CH:11]=1.C(N1C=C(C2SC(NC(=O)C)=NC=2C)C=N1)C1C=CC=CC=1.[CH3:38][C:39]1[C:43]([S:44](Cl)(=[O:46])=[O:45])=[C:42]([CH3:48])[O:41][N:40]=1. (5) Given the product [C:23]1([CH2:22][CH2:21][CH2:20][NH:19][C:16]2[CH:17]=[CH:18][C:13]([S:12][C:9]3[CH:8]=[CH:7][C:6]([CH2:5][C:4]([OH:29])=[O:3])=[CH:11][CH:10]=3)=[CH:14][CH:15]=2)[CH:24]=[CH:25][CH:26]=[CH:27][CH:28]=1, predict the reactants needed to synthesize it. The reactants are: C([O:3][C:4](=[O:29])[CH2:5][C:6]1[CH:11]=[CH:10][C:9]([S:12][C:13]2[CH:18]=[CH:17][C:16]([NH:19][CH2:20][CH2:21][CH2:22][C:23]3[CH:28]=[CH:27][CH:26]=[CH:25][CH:24]=3)=[CH:15][CH:14]=2)=[CH:8][CH:7]=1)C.[OH-].[Na+].O.C(O)C. (6) The reactants are: [S:1]1[C:5]2[CH:6]=[CH:7][CH:8]=[CH:9][C:4]=2[CH:3]=[C:2]1[C:10]([NH:12][C@H:13]([C:18]([OH:20])=O)[CH2:14][CH:15]([CH3:17])[CH3:16])=[O:11].[NH2:21][CH2:22][C@@H:23]([OH:38])[CH2:24][CH2:25][NH:26][S:27]([C:30]1[CH:35]=[CH:34][C:33]([F:36])=[CH:32][C:31]=1[Cl:37])(=[O:29])=[O:28].C1C=C2C(N(O)N=NC2=CC=1)=O.CCN=C=NCCCN(C)C.Cl.CN1CCOCC1. Given the product [Cl:37][C:31]1[CH:32]=[C:33]([F:36])[CH:34]=[CH:35][C:30]=1[S:27]([NH:26][CH2:25][CH2:24][C@H:23]([OH:38])[CH2:22][NH:21][C:18]([C@@H:13]([NH:12][C:10]([C:2]1[S:1][C:5]2[CH:6]=[CH:7][CH:8]=[CH:9][C:4]=2[CH:3]=1)=[O:11])[CH2:14][CH:15]([CH3:16])[CH3:17])=[O:20])(=[O:29])=[O:28], predict the reactants needed to synthesize it.